This data is from HIV replication inhibition screening data with 41,000+ compounds from the AIDS Antiviral Screen. The task is: Binary Classification. Given a drug SMILES string, predict its activity (active/inactive) in a high-throughput screening assay against a specified biological target. The compound is COc1cc(C=C2C(=O)N(c3cccc([N+](=O)[O-])c3)C(c3ccccc3)S2(=O)=O)cc(OC)c1OC. The result is 0 (inactive).